From a dataset of Forward reaction prediction with 1.9M reactions from USPTO patents (1976-2016). Predict the product of the given reaction. Given the reactants Br[C:2]1[N:10]([CH2:11][O:12][CH2:13][CH2:14][Si:15]([CH3:18])([CH3:17])[CH3:16])[C:9]2[C:8](=[O:19])[N:7]([CH3:20])[C:6](=[O:21])[N:5]([CH3:22])[C:4]=2[N:3]=1.[F:23][C:24]([F:33])([F:32])[C:25]1[CH:26]=[C:27]([CH:29]=[CH:30][CH:31]=1)[NH2:28].CC(C)([O-])C.[K+], predict the reaction product. The product is: [CH3:20][N:7]1[C:8](=[O:19])[C:9]2[N:10]([CH2:11][O:12][CH2:13][CH2:14][Si:15]([CH3:18])([CH3:17])[CH3:16])[C:2]([NH:28][C:27]3[CH:29]=[CH:30][CH:31]=[C:25]([C:24]([F:23])([F:32])[F:33])[CH:26]=3)=[N:3][C:4]=2[N:5]([CH3:22])[C:6]1=[O:21].